Dataset: Forward reaction prediction with 1.9M reactions from USPTO patents (1976-2016). Task: Predict the product of the given reaction. Given the reactants [C:1]([O-:4])([O-])=O.[Cs+].[Cs+].[Cl:7][C:8]1[C:23]([Cl:24])=[CH:22][C:11]([C:12]([NH:14][C:15]2[CH:20]=[CH:19][NH:18][C:17](=[O:21])[CH:16]=2)=[O:13])=[C:10](F)[CH:9]=1.[F:26][C:27]1[CH:32]=[CH:31][C:30]([OH:33])=[CH:29][C:28]=1OC, predict the reaction product. The product is: [Cl:7][C:8]1[C:23]([Cl:24])=[CH:22][C:11]([C:12]([NH:14][C:15]2[CH:20]=[CH:19][NH:18][C:17](=[O:21])[CH:16]=2)=[O:13])=[C:10]([O:33][C:30]2[CH:31]=[CH:32][C:27]([F:26])=[CH:28][C:29]=2[O:4][CH3:1])[CH:9]=1.